Dataset: NCI-60 drug combinations with 297,098 pairs across 59 cell lines. Task: Regression. Given two drug SMILES strings and cell line genomic features, predict the synergy score measuring deviation from expected non-interaction effect. (1) Drug 1: C1CC(C1)(C(=O)O)C(=O)O.[NH2-].[NH2-].[Pt+2]. Drug 2: CC(C)(C#N)C1=CC=C(C=C1)N2C3=C4C=C(C=CC4=NC=C3N(C2=O)C)C5=CC6=CC=CC=C6N=C5. Cell line: HCT116. Synergy scores: CSS=40.4, Synergy_ZIP=0.458, Synergy_Bliss=4.82, Synergy_Loewe=-74.1, Synergy_HSA=5.53. (2) Drug 1: CNC(=O)C1=CC=CC=C1SC2=CC3=C(C=C2)C(=NN3)C=CC4=CC=CC=N4. Drug 2: C1CCC(CC1)NC(=O)N(CCCl)N=O. Cell line: OVCAR3. Synergy scores: CSS=17.0, Synergy_ZIP=-0.121, Synergy_Bliss=6.05, Synergy_Loewe=2.27, Synergy_HSA=2.40. (3) Drug 1: COC1=C(C=C2C(=C1)N=CN=C2NC3=CC(=C(C=C3)F)Cl)OCCCN4CCOCC4. Drug 2: CC1=CC=C(C=C1)C2=CC(=NN2C3=CC=C(C=C3)S(=O)(=O)N)C(F)(F)F. Cell line: SN12C. Synergy scores: CSS=16.5, Synergy_ZIP=-5.17, Synergy_Bliss=-1.81, Synergy_Loewe=-8.82, Synergy_HSA=-1.16. (4) Drug 1: CCN(CC)CCCC(C)NC1=C2C=C(C=CC2=NC3=C1C=CC(=C3)Cl)OC. Synergy scores: CSS=0.671, Synergy_ZIP=-1.16, Synergy_Bliss=0.176, Synergy_Loewe=-10.3, Synergy_HSA=-0.970. Cell line: NCI-H522. Drug 2: C(CN)CNCCSP(=O)(O)O. (5) Drug 1: C1CN1P(=S)(N2CC2)N3CC3. Drug 2: CC1=C(C=C(C=C1)NC(=O)C2=CC=C(C=C2)CN3CCN(CC3)C)NC4=NC=CC(=N4)C5=CN=CC=C5. Cell line: KM12. Synergy scores: CSS=19.7, Synergy_ZIP=-6.80, Synergy_Bliss=-5.59, Synergy_Loewe=-4.91, Synergy_HSA=-2.47. (6) Drug 1: C1=NC2=C(N=C(N=C2N1C3C(C(C(O3)CO)O)O)F)N. Drug 2: CC1=C(C=C(C=C1)NC(=O)C2=CC=C(C=C2)CN3CCN(CC3)C)NC4=NC=CC(=N4)C5=CN=CC=C5. Cell line: BT-549. Synergy scores: CSS=4.90, Synergy_ZIP=-0.994, Synergy_Bliss=-0.532, Synergy_Loewe=-5.52, Synergy_HSA=-2.39. (7) Drug 1: CN(CC1=CN=C2C(=N1)C(=NC(=N2)N)N)C3=CC=C(C=C3)C(=O)NC(CCC(=O)O)C(=O)O. Drug 2: CN1C(=O)N2C=NC(=C2N=N1)C(=O)N. Cell line: HT29. Synergy scores: CSS=31.2, Synergy_ZIP=-0.525, Synergy_Bliss=-6.64, Synergy_Loewe=-50.9, Synergy_HSA=-9.13. (8) Drug 1: C1=CC=C(C(=C1)C(C2=CC=C(C=C2)Cl)C(Cl)Cl)Cl. Drug 2: N.N.Cl[Pt+2]Cl. Cell line: CAKI-1. Synergy scores: CSS=18.9, Synergy_ZIP=-7.11, Synergy_Bliss=2.73, Synergy_Loewe=-11.1, Synergy_HSA=-1.14. (9) Drug 1: C1=NNC2=C1C(=O)NC=N2. Drug 2: CN(C(=O)NC(C=O)C(C(C(CO)O)O)O)N=O. Cell line: OVCAR3. Synergy scores: CSS=12.3, Synergy_ZIP=5.35, Synergy_Bliss=9.88, Synergy_Loewe=3.20, Synergy_HSA=3.30. (10) Drug 1: CC1OCC2C(O1)C(C(C(O2)OC3C4COC(=O)C4C(C5=CC6=C(C=C35)OCO6)C7=CC(=C(C(=C7)OC)O)OC)O)O. Drug 2: C1=NNC2=C1C(=O)NC=N2. Cell line: OVCAR-5. Synergy scores: CSS=14.4, Synergy_ZIP=-2.39, Synergy_Bliss=2.25, Synergy_Loewe=-5.84, Synergy_HSA=0.810.